This data is from Forward reaction prediction with 1.9M reactions from USPTO patents (1976-2016). The task is: Predict the product of the given reaction. (1) Given the reactants C1(C)C=CC(S([CH:10](O)[C@H:11]2[O:15][C@@H:14]([N:16]3[C:25]4[N:24]=[CH:23][N:22]=[C:20]([NH2:21])[C:19]=4[N:18]=[CH:17]3)[CH2:13][C@@H:12]2[OH:26])(=O)=O)=CC=1.C1(C)C(S(C(O)[C@H]2O[C@@H](N3C4N=CN=C(N)C=4N=C3)C[C@@H]2O)(=O)=O)=CC=CC=1.CN(C=O)C.[N-:62]=[N+:63]=[N-:64].[Na+], predict the reaction product. The product is: [N:62]([CH2:10][C@H:11]1[O:15][C@@H:14]([N:16]2[C:25]3[N:24]=[CH:23][N:22]=[C:20]([NH2:21])[C:19]=3[N:18]=[CH:17]2)[CH2:13][C@@H:12]1[OH:26])=[N+:63]=[N-:64]. (2) Given the reactants NC1C=C(C2C([C:14]([N:16]3[CH2:21][CH2:20][N:19]([C:22](OC(C)(C)C)=[O:23])[CH2:18][CH2:17]3)=[O:15])=CC=CC=2)C=CC=1.N1[CH:34]=[CH:33][CH:32]=[CH:31][CH:30]=1.[C:35]1([S:41](Cl)(=[O:43])=[O:42])[CH:40]=[CH:39][CH:38]=[CH:37][CH:36]=1.[C:45](Cl)(=O)OCC.[OH:51][C:52]1(C(O)=O)[CH2:54][CH2:53]1.F[P-](F)(F)(F)(F)F.[N:65]1(O[P+](N(C)C)(N(C)C)N(C)C)[C:69]2[CH:70]=[CH:71][CH:72]=[CH:73][C:68]=2N=N1, predict the reaction product. The product is: [OH:51][C:52]1([C:14]([N:16]2[CH2:21][CH2:20][N:19]([C:22]([C:30]3[CH:45]=[CH:34][C:33]([C:73]4[CH:72]=[CH:71][CH:70]=[C:69]([NH:65][S:41]([C:35]5[CH:40]=[CH:39][CH:38]=[CH:37][CH:36]=5)(=[O:43])=[O:42])[CH:68]=4)=[CH:32][CH:31]=3)=[O:23])[CH2:18][CH2:17]2)=[O:15])[CH2:54][CH2:53]1. (3) The product is: [CH2:9]([CH:8]([NH:16][C:17]([C:19]1[CH:28]=[N:27][C:26]2[C:21](=[CH:22][CH:23]=[CH:24][CH:25]=2)[N:20]=1)=[O:18])[CH:7]([OH:29])[CH2:6][CH:5]([C:33](=[S:35])[NH2:34])[CH2:4][CH2:3][C:2]([F:1])([CH3:37])[CH3:36])[C:10]1[CH:15]=[CH:14][CH:13]=[CH:12][CH:11]=1. Given the reactants [F:1][C:2]([CH3:37])([CH3:36])[CH2:3][CH2:4][CH:5]([C:33](=[S:35])[NH2:34])[CH2:6][CH:7]([O:29]C(=O)C)[CH:8]([NH:16][C:17]([C:19]1[CH:28]=[N:27][C:26]2[C:21](=[CH:22][CH:23]=[CH:24][CH:25]=2)[N:20]=1)=[O:18])[CH2:9][C:10]1[CH:15]=[CH:14][CH:13]=[CH:12][CH:11]=1.C(=O)([O-])[O-].[K+].[K+], predict the reaction product. (4) Given the reactants [CH3:1][C:2]1[CH:7]=[CH:6][C:5]([O:8][CH2:9][CH2:10][CH3:11])=[C:4]([N+:12]([O-])=O)[CH:3]=1, predict the reaction product. The product is: [CH3:1][C:2]1[CH:7]=[CH:6][C:5]([O:8][CH2:9][CH2:10][CH3:11])=[C:4]([CH:3]=1)[NH2:12]. (5) Given the reactants C[O:2][C:3]([C:5]1[CH:9]=[C:8]([C:10]2[CH:15]=[CH:14][CH:13]=[C:12]([N+:16]([O-:18])=[O:17])[C:11]=2[O:19][CH3:20])[O:7][C:6]=1[CH3:21])=[O:4].[OH-].[Na+], predict the reaction product. The product is: [CH3:20][O:19][C:11]1[C:12]([N+:16]([O-:18])=[O:17])=[CH:13][CH:14]=[CH:15][C:10]=1[C:8]1[O:7][C:6]([CH3:21])=[C:5]([C:3]([OH:4])=[O:2])[CH:9]=1. (6) The product is: [C:16]1([S:15]([C:6]2[C:5]3[C:10](=[CH:11][C:12]([O:13][CH3:14])=[C:3]([O:2][CH3:1])[CH:4]=3)[N:9]=[CH:8][CH:7]=2)=[O:27])[CH:21]=[CH:20][CH:19]=[CH:18][CH:17]=1. Given the reactants [CH3:1][O:2][C:3]1[CH:4]=[C:5]2[C:10](=[CH:11][C:12]=1[O:13][CH3:14])[N:9]=[CH:8][CH:7]=[C:6]2[S:15][C:16]1[CH:21]=[CH:20][CH:19]=[CH:18][CH:17]=1.ClC1C=C(C=CC=1)C(OO)=[O:27].C([O-])(O)=O.[Na+], predict the reaction product. (7) Given the reactants [Br:1][CH2:2][C:3]1[CH:8]=[CH:7][C:6]([S:9](Cl)(=[O:11])=[O:10])=[CH:5][CH:4]=1.Cl.[CH3:14][O:15][C:16](=[O:20])[CH2:17][NH:18][CH3:19].C1COCC1.C(N(CC)CC)C, predict the reaction product. The product is: [CH3:14][O:15][C:16](=[O:20])[CH2:17][N:18]([S:9]([C:6]1[CH:7]=[CH:8][C:3]([CH2:2][Br:1])=[CH:4][CH:5]=1)(=[O:11])=[O:10])[CH3:19].